From a dataset of Forward reaction prediction with 1.9M reactions from USPTO patents (1976-2016). Predict the product of the given reaction. The product is: [CH2:6]([N:9]1[C:17]2[C:12](=[N:13][C:14]([C:19]3[CH:20]=[CH:21][C:22]([N:25]4[CH:29]=[C:28]5[CH2:30][N:31]([CH2:1][C:2]([OH:5])([CH3:4])[CH3:3])[CH2:32][C:27]5=[N:26]4)=[CH:23][CH:24]=3)=[C:15]([Cl:18])[CH:16]=2)[N:11]=[C:10]1[O:33][C@H:34]1[C@H:38]2[O:39][CH2:40][C@@H:41]([OH:42])[C@H:37]2[O:36][CH2:35]1)[CH:7]=[CH2:8]. Given the reactants [CH3:1][C:2]1([O:5][CH2:4]1)[CH3:3].[CH2:6]([N:9]1[C:17]2[C:12](=[N:13][C:14]([C:19]3[CH:24]=[CH:23][C:22]([N:25]4[CH:29]=[C:28]5[CH2:30][NH:31][CH2:32][C:27]5=[N:26]4)=[CH:21][CH:20]=3)=[C:15]([Cl:18])[CH:16]=2)[N:11]=[C:10]1[O:33][C@H:34]1[C@H:38]2[O:39][CH2:40][C@@H:41]([OH:42])[C@H:37]2[O:36][CH2:35]1)[CH:7]=[CH2:8].[NH4+].[OH-].CO.C(Cl)Cl, predict the reaction product.